Dataset: Reaction yield outcomes from USPTO patents with 853,638 reactions. Task: Predict the reaction yield, written as a fraction of the theoretical maximum amount of product (1.0 means a 100% yield; for example, 0.34 means a 34% yield). (1) The reactants are Br[C:2]1[CH:7]=[CH:6][C:5]([C:8]([F:11])([F:10])[F:9])=[CH:4][N:3]=1.[CH:12]([NH2:15])([CH3:14])[CH3:13]. The catalyst is O. The product is [CH:12]([NH:15][C:2]1[CH:7]=[CH:6][C:5]([C:8]([F:11])([F:10])[F:9])=[CH:4][N:3]=1)([CH3:14])[CH3:13]. The yield is 0.920. (2) The reactants are C([O:3][C:4]([C:6]1[S:10][C:9]([N:11]2[C:15]3[CH:16]=[C:17]([OH:21])[C:18]([OH:20])=[CH:19][C:14]=3[N:13]=[CH:12]2)=[N:8][C:7]=1[C:22]1[CH:27]=[CH:26][CH:25]=[CH:24][CH:23]=1)=[O:5])C.[CH3:28][O:29][CH2:30][CH2:31]Br.[C:33](=[O:36])([O-])[O-].[K+].[K+].O.CN1CC[CH2:43][C:42]1=O. No catalyst specified. The product is [CH3:28][O:29][CH2:30][CH2:31][O:20][C:18]1[C:17]([O:21][CH2:42][CH2:43][O:36][CH3:33])=[CH:16][C:15]2[N:11]([C:9]3[S:10][C:6]([C:4]([OH:3])=[O:5])=[C:7]([C:22]4[CH:27]=[CH:26][CH:25]=[CH:24][CH:23]=4)[N:8]=3)[CH:12]=[N:13][C:14]=2[CH:19]=1. The yield is 0.170. (3) The reactants are [NH2:1][C@:2]12[CH2:37][CH2:36][C@@H:35]([C:38]([CH3:40])=[CH2:39])[C@@H:3]1[C@@H:4]1[C@@:17]([CH3:20])([CH2:18][CH2:19]2)[C@@:16]2([CH3:21])[C@@H:7]([C@:8]3([CH3:34])[C@@H:13]([CH2:14][CH2:15]2)[C:12]([CH3:23])([CH3:22])[C:11]([C:24]2[CH:33]=[CH:32][C:27]([C:28]([O:30]C)=[O:29])=[CH:26][CH:25]=2)=[CH:10][CH2:9]3)[CH2:6][CH2:5]1.CN(C)CCC(N[C@]12CC[C@@H](C(C)=C)[C@@H]1[C@@H]1[C@@](C)(CC2)[C@@]2(C)[C@@H]([C@]3(C)[C@@H](CC2)C(C)(C)C(C2C=CC(C(O)=O)=CC=2)=CC3)CC1)=O.[N:87]1([CH2:92][C:93]([OH:95])=O)[CH:91]=[N:90][N:89]=[N:88]1. No catalyst specified. The product is [N:87]1([CH2:92][C:93]([NH:1][C@:2]23[CH2:37][CH2:36][C@@H:35]([C:38]([CH3:40])=[CH2:39])[C@@H:3]2[C@@H:4]2[C@@:17]([CH3:20])([CH2:18][CH2:19]3)[C@@:16]3([CH3:21])[C@@H:7]([C@:8]4([CH3:34])[C@@H:13]([CH2:14][CH2:15]3)[C:12]([CH3:23])([CH3:22])[C:11]([C:24]3[CH:25]=[CH:26][C:27]([C:28]([OH:30])=[O:29])=[CH:32][CH:33]=3)=[CH:10][CH2:9]4)[CH2:6][CH2:5]2)=[O:95])[CH:91]=[N:90][N:89]=[N:88]1. The yield is 0.330. (4) The reactants are [O:1]1[C:5]2[CH:6]=[CH:7][C:8]([CH2:10][NH:11][CH2:12][CH2:13][CH:14]3[CH2:19][CH2:18][CH2:17][CH2:16][N:15]3[C:20]3[CH:25]=[CH:24][N:23]=[C:22]([N:26]4[CH:30]=[CH:29][N:28]=[CH:27]4)[N:21]=3)=[CH:9][C:4]=2[O:3][CH2:2]1.CCN(C(C)C)C(C)C.[CH3:40][S:41](Cl)(=[O:43])=[O:42]. The catalyst is C1COCC1. The product is [O:1]1[C:5]2[CH:6]=[CH:7][C:8]([CH2:10][N:11]([S:41]([CH3:40])(=[O:43])=[O:42])[CH2:12][CH2:13][CH:14]3[CH2:19][CH2:18][CH2:17][CH2:16][N:15]3[C:20]3[CH:25]=[CH:24][N:23]=[C:22]([N:26]4[CH:30]=[CH:29][N:28]=[CH:27]4)[N:21]=3)=[CH:9][C:4]=2[O:3][CH2:2]1. The yield is 0.510. (5) The product is [CH:18]1([C:16]([NH:15][C:13]2[N:14]=[C:9]3[CH:8]=[CH:7][C:6]([O:5][C:4]4[CH:21]=[CH:22][C:23]([F:24])=[C:2]([NH:1][C:31]([C:27]5[CH:28]=[N:29][O:30][C:26]=5[CH3:25])=[O:32])[CH:3]=4)=[N:11][N:10]3[CH:12]=2)=[O:17])[CH2:20][CH2:19]1. The yield is 0.510. The catalyst is CN1CCCC1=O. The reactants are [NH2:1][C:2]1[CH:3]=[C:4]([CH:21]=[CH:22][C:23]=1[F:24])[O:5][C:6]1[CH:7]=[CH:8][C:9]2[N:10]([CH:12]=[C:13]([NH:15][C:16]([CH:18]3[CH2:20][CH2:19]3)=[O:17])[N:14]=2)[N:11]=1.[CH3:25][C:26]1[O:30][N:29]=[CH:28][C:27]=1[C:31](Cl)=[O:32]. (6) The reactants are [CH2:1]([C:3]1[CH:11]=[CH:10][C:9]2[NH:8][C:7]3[CH2:12][CH2:13][N:14]([CH3:16])[CH2:15][C:6]=3[C:5]=2[CH:4]=1)[CH3:2].[OH-].[K+].[CH3:19][C:20]1[CH:25]=[N:24][C:23]([CH:26]=[CH2:27])=[CH:22][N:21]=1. The catalyst is CN1CCCC1=O.O. The product is [CH2:1]([C:3]1[CH:11]=[CH:10][C:9]2[N:8]([CH2:27][CH2:26][C:23]3[CH:22]=[N:21][C:20]([CH3:19])=[CH:25][N:24]=3)[C:7]3[CH2:12][CH2:13][N:14]([CH3:16])[CH2:15][C:6]=3[C:5]=2[CH:4]=1)[CH3:2]. The yield is 0.600. (7) The yield is 0.250. The product is [CH3:23][C:22]1[C:21]([C:20]([O:25][CH3:26])=[O:24])=[CH:16][NH:17][CH:18]=1. The catalyst is O1CCCC1. The reactants are CC(C)([O-])C.[K+].C1(C)C=CC(S([CH2:16][N+:17]#[C-:18])(=O)=O)=CC=1.[C:20]([O:25][CH3:26])(=[O:24])/[CH:21]=[CH:22]/[CH3:23].O.